From a dataset of Full USPTO retrosynthesis dataset with 1.9M reactions from patents (1976-2016). Predict the reactants needed to synthesize the given product. (1) Given the product [OH:20][C:19]1([CH:21]2[CH2:26][CH2:25][N:24]([C:27]([O:29][C:30]([CH3:33])([CH3:32])[CH3:31])=[O:28])[CH2:23][CH2:22]2)[O:10][N:9]=[C:1]([C:3]2[CH:8]=[CH:7][CH:6]=[CH:5][CH:4]=2)[CH2:2]1, predict the reactants needed to synthesize it. The reactants are: [C:1](=[N:9][OH:10])([C:3]1[CH:8]=[CH:7][CH:6]=[CH:5][CH:4]=1)[CH3:2].C([Li])CCC.CON(C)[C:19]([CH:21]1[CH2:26][CH2:25][N:24]([C:27]([O:29][C:30]([CH3:33])([CH3:32])[CH3:31])=[O:28])[CH2:23][CH2:22]1)=[O:20]. (2) Given the product [Cl:1][C:2]1[CH:7]=[CH:6][CH:5]=[C:4]([Cl:8])[C:3]=1[CH2:9][CH2:10][CH2:11][CH2:12][OH:13], predict the reactants needed to synthesize it. The reactants are: [Cl:1][C:2]1[CH:7]=[CH:6][CH:5]=[C:4]([Cl:8])[C:3]=1[C:9]#[C:10][CH2:11][CH2:12][OH:13]. (3) The reactants are: [F:1][C:2]([F:23])([F:22])[C:3]1[CH:4]=[C:5]([S:9]([CH:12]2[CH2:21][CH2:20][C:15]3(OCC[O:16]3)[CH2:14][CH2:13]2)(=[O:11])=[O:10])[CH:6]=[CH:7][CH:8]=1.Cl. Given the product [F:23][C:2]([F:1])([F:22])[C:3]1[CH:4]=[C:5]([S:9]([CH:12]2[CH2:13][CH2:14][C:15](=[O:16])[CH2:20][CH2:21]2)(=[O:11])=[O:10])[CH:6]=[CH:7][CH:8]=1, predict the reactants needed to synthesize it. (4) The reactants are: Br[CH:2]([C:13]1[CH:14]=[CH:15][C:16]2[N:17]([C:19]([CH:22]([CH3:24])[CH3:23])=[N:20][N:21]=2)[N:18]=1)[C:3]([C:5]1[CH:10]=[CH:9][C:8]([F:11])=[CH:7][C:6]=1[F:12])=O.[NH2:25][C:26]([NH2:28])=[O:27]. Given the product [F:12][C:6]1[CH:7]=[C:8]([F:11])[CH:9]=[CH:10][C:5]=1[C:3]1[N:25]=[C:26]([NH2:28])[O:27][C:2]=1[C:13]1[CH:14]=[CH:15][C:16]2[N:17]([C:19]([CH:22]([CH3:24])[CH3:23])=[N:20][N:21]=2)[N:18]=1, predict the reactants needed to synthesize it.